Dataset: Forward reaction prediction with 1.9M reactions from USPTO patents (1976-2016). Task: Predict the product of the given reaction. Given the reactants [CH3:1][N:2]1[CH2:7][CH2:6][N:5]([CH2:8][C:9]2[CH:14]=[CH:13][C:12]([C:15](=[O:17])[CH3:16])=[CH:11][CH:10]=2)[CH2:4][CH2:3]1.[CH:18]([C:20]1[N:25]=[C:24](/[CH:26]=[CH:27]/[C:28]([O:30][C:31]([CH3:34])([CH3:33])[CH3:32])=[O:29])[CH:23]=[CH:22][CH:21]=1)=O.[OH-].[K+], predict the reaction product. The product is: [CH3:1][N:2]1[CH2:7][CH2:6][N:5]([CH2:8][C:9]2[CH:14]=[CH:13][C:12]([C:15](=[O:17])/[CH:16]=[CH:18]/[C:20]3[N:25]=[C:24](/[CH:26]=[CH:27]/[C:28]([O:30][C:31]([CH3:34])([CH3:33])[CH3:32])=[O:29])[CH:23]=[CH:22][CH:21]=3)=[CH:11][CH:10]=2)[CH2:4][CH2:3]1.